Dataset: NCI-60 drug combinations with 297,098 pairs across 59 cell lines. Task: Regression. Given two drug SMILES strings and cell line genomic features, predict the synergy score measuring deviation from expected non-interaction effect. Drug 1: CCC1=CC2CC(C3=C(CN(C2)C1)C4=CC=CC=C4N3)(C5=C(C=C6C(=C5)C78CCN9C7C(C=CC9)(C(C(C8N6C)(C(=O)OC)O)OC(=O)C)CC)OC)C(=O)OC.C(C(C(=O)O)O)(C(=O)O)O. Drug 2: CC1=C2C(C(=O)C3(C(CC4C(C3C(C(C2(C)C)(CC1OC(=O)C(C(C5=CC=CC=C5)NC(=O)C6=CC=CC=C6)O)O)OC(=O)C7=CC=CC=C7)(CO4)OC(=O)C)O)C)OC(=O)C. Cell line: SW-620. Synergy scores: CSS=65.6, Synergy_ZIP=9.38, Synergy_Bliss=8.93, Synergy_Loewe=8.97, Synergy_HSA=10.7.